From a dataset of Reaction yield outcomes from USPTO patents with 853,638 reactions. Predict the reaction yield, written as a fraction of the theoretical maximum amount of product (1.0 means a 100% yield; for example, 0.34 means a 34% yield). The reactants are [CH3:1][O:2][C:3]1[CH:8]=[CH:7][C:6]([C:9]2[N:10]=[C:11]([C:22]3([CH3:28])[CH2:27][CH2:26][NH:25][CH2:24][CH2:23]3)[O:12][C:13]=2[C:14]2[CH:19]=[CH:18][C:17]([O:20][CH3:21])=[CH:16][CH:15]=2)=[CH:5][CH:4]=1.ClC(Cl)(O[C:33](=[O:39])OC(Cl)(Cl)Cl)Cl.C(N(CC)CC)C.Cl.[CH3:49][NH:50][OH:51]. The catalyst is O1CCCC1. The product is [CH3:1][O:2][C:3]1[CH:8]=[CH:7][C:6]([C:9]2[N:10]=[C:11]([C:22]3([CH3:28])[CH2:27][CH2:26][N:25]([C:33](=[O:39])[N:50]([OH:51])[CH3:49])[CH2:24][CH2:23]3)[O:12][C:13]=2[C:14]2[CH:19]=[CH:18][C:17]([O:20][CH3:21])=[CH:16][CH:15]=2)=[CH:5][CH:4]=1. The yield is 0.830.